Dataset: Merck oncology drug combination screen with 23,052 pairs across 39 cell lines. Task: Regression. Given two drug SMILES strings and cell line genomic features, predict the synergy score measuring deviation from expected non-interaction effect. Drug 1: N#Cc1ccc(Cn2cncc2CN2CCN(c3cccc(Cl)c3)C(=O)C2)cc1. Drug 2: CCC1(O)C(=O)OCc2c1cc1n(c2=O)Cc2cc3c(CN(C)C)c(O)ccc3nc2-1. Cell line: ES2. Synergy scores: synergy=15.3.